This data is from Forward reaction prediction with 1.9M reactions from USPTO patents (1976-2016). The task is: Predict the product of the given reaction. (1) Given the reactants C[O:2][C:3](=[O:35])[C:4]1[CH:9]=[CH:8][C:7]([NH:10][C:11]([N:13]([CH2:30][CH2:31][CH2:32][CH3:33])[C:14]2[N:15]([C:23]3[CH:28]=[CH:27][C:26]([Cl:29])=[CH:25][CH:24]=3)[N:16]=[C:17]3[C:22]=2[CH:21]=[CH:20][CH:19]=[CH:18]3)=[O:12])=[C:6]([Cl:34])[CH:5]=1.[OH-].[Li+], predict the reaction product. The product is: [CH2:30]([N:13]([C:14]1[N:15]([C:23]2[CH:24]=[CH:25][C:26]([Cl:29])=[CH:27][CH:28]=2)[N:16]=[C:17]2[C:22]=1[CH:21]=[CH:20][CH:19]=[CH:18]2)[C:11](=[O:12])[NH:10][C:7]1[CH:8]=[CH:9][C:4]([C:3]([OH:35])=[O:2])=[CH:5][C:6]=1[Cl:34])[CH2:31][CH2:32][CH3:33]. (2) Given the reactants OC([C:5]1[N:10]=[CH:9][C:8]([C:11]2[S:15][C:14]([N+:16]([O-:18])=[O:17])=[C:13]([C:19]([NH2:21])=[O:20])[CH:12]=2)=[CH:7][CH:6]=1)(C)C.[Cl:22]C1C=CC(B(O)O)=CN=1, predict the reaction product. The product is: [Cl:22][C:5]1[N:10]=[CH:9][C:8]([C:11]2[S:15][C:14]([N+:16]([O-:18])=[O:17])=[C:13]([C:19]([NH2:21])=[O:20])[CH:12]=2)=[CH:7][CH:6]=1. (3) Given the reactants [CH2:1]([O:3][P:4]([CH2:9][CH2:10][CH2:11][CH2:12][CH2:13][CH2:14][CH2:15][CH2:16][CH2:17][CH2:18][CH2:19][O:20][C:21]([C:23]1[NH:24][CH:25]=[CH:26][N:27]=1)=[O:22])([O:6][CH2:7][CH3:8])=[O:5])[CH3:2].C(Cl)(=O)C(Cl)=O.[N+:34]([C:37]1[CH:42]=CC(O)=[CH:39][CH:38]=1)([O-:36])=[O:35].CCN(CC)CC, predict the reaction product. The product is: [CH2:1]([O:3][P:4]([CH2:9][CH2:10][CH2:11][CH2:12][CH2:13][CH2:14][CH2:15][CH2:16][CH2:17][CH2:18][CH2:19][O:20][C:21]([C:23]1[NH:27][CH:26]=[CH:25][N:24]=1)=[O:22])([O:6][C:7]1[CH:39]=[CH:38][C:37]([N+:34]([O-:36])=[O:35])=[CH:42][CH:8]=1)=[O:5])[CH3:2]. (4) Given the reactants Cl[C:2]1[N:3]=[C:4]([N:11]2[CH2:16][CH2:15][O:14][CH:13]([CH2:17][C:18]([NH2:20])=[O:19])[CH2:12]2)[C:5]2[S:10][CH:9]=[CH:8][C:6]=2[N:7]=1.[NH2:21][C:22]1[N:27]=[CH:26][C:25](B2OC(C)(C)C(C)(C)O2)=[CH:24][N:23]=1.CC#N.CC([O-])=O.[K+], predict the reaction product. The product is: [NH2:21][C:22]1[N:27]=[CH:26][C:25]([C:2]2[N:3]=[C:4]([N:11]3[CH2:16][CH2:15][O:14][CH:13]([CH2:17][C:18]([NH2:20])=[O:19])[CH2:12]3)[C:5]3[S:10][CH:9]=[CH:8][C:6]=3[N:7]=2)=[CH:24][N:23]=1. (5) Given the reactants [Br:1][C:2]1[N:7]=[CH:6][C:5]([CH2:8][C:9]2[CH:19]=[CH:18][C:12]3[CH2:13][CH2:14][NH:15][CH2:16][CH2:17][C:11]=3[CH:10]=2)=[CH:4][CH:3]=1.[C:20]1(=O)[CH2:23][CH2:22][CH2:21]1.C(O[BH-](OC(=O)C)OC(=O)C)(=O)C.[Na+], predict the reaction product. The product is: [Br:1][C:2]1[N:7]=[CH:6][C:5]([CH2:8][C:9]2[CH:19]=[CH:18][C:12]3[CH2:13][CH2:14][N:15]([CH:20]4[CH2:23][CH2:22][CH2:21]4)[CH2:16][CH2:17][C:11]=3[CH:10]=2)=[CH:4][CH:3]=1.